This data is from Catalyst prediction with 721,799 reactions and 888 catalyst types from USPTO. The task is: Predict which catalyst facilitates the given reaction. (1) Reactant: C(OC(=O)[NH:7][CH2:8][C:9]1[CH:14]=[CH:13][CH:12]=[CH:11][C:10]=1[CH2:15][C:16](=[O:32])[N:17]([CH3:31])[C@@H:18]([C:25]1[CH:30]=[CH:29][CH:28]=[CH:27][CH:26]=1)[CH2:19][N:20]1[CH2:24][CH2:23][CH2:22][CH2:21]1)(C)(C)C.[ClH:34]. Product: [ClH:34].[ClH:34].[NH2:7][CH2:8][C:9]1[CH:14]=[CH:13][CH:12]=[CH:11][C:10]=1[CH2:15][C:16]([N:17]([CH3:31])[C@@H:18]([C:25]1[CH:30]=[CH:29][CH:28]=[CH:27][CH:26]=1)[CH2:19][N:20]1[CH2:24][CH2:23][CH2:22][CH2:21]1)=[O:32]. The catalyst class is: 275. (2) Reactant: [OH:1][C:2]1[CH:7]=[CH:6][C:5]([O:8][C:9](=[O:11])[CH3:10])=[CH:4][CH:3]=1.[Cl:12][C:13]1[CH:14]=[C:15]([C:24]2[CH2:25][CH2:26][C:27](=[O:30])[NH:28][N:29]=2)[CH:16]=[CH:17][C:18]=1[O:19][CH2:20][CH2:21][CH2:22]O.C1C=CC(P(C2C=CC=CC=2)C2C=CC=CC=2)=CC=1.N(C(OC(C)C)=O)=NC(OC(C)C)=O. The catalyst class is: 4. Product: [Cl:12][C:13]1[CH:14]=[C:15]([C:24]2[CH2:25][CH2:26][C:27](=[O:30])[NH:28][N:29]=2)[CH:16]=[CH:17][C:18]=1[O:19][CH2:20][CH2:21][CH2:22][O:1][C:2]1[CH:3]=[CH:4][C:5]([O:8][C:9](=[O:11])[CH3:10])=[CH:6][CH:7]=1.